The task is: Predict the reaction yield, written as a fraction of the theoretical maximum amount of product (1.0 means a 100% yield; for example, 0.34 means a 34% yield).. This data is from Reaction yield outcomes from USPTO patents with 853,638 reactions. (1) The reactants are [C:1]([O:9]CC)(=[O:8])[CH2:2][C:3](OCC)=O.[H-].[Na+].ClC[C:16]1[CH:17]=[N:18][O:19][C:20]=1[C:21]1[S:22][C:23]([Cl:26])=[CH:24][CH:25]=1.Cl. The catalyst is O1CCCC1. The product is [Cl:26][C:23]1[S:22][C:21]([C:20]2[O:19][N:18]=[CH:17][C:16]=2[CH2:3][CH2:2][C:1]([OH:9])=[O:8])=[CH:25][CH:24]=1. The yield is 0.670. (2) The reactants are [CH:1]1([NH:7][C:8]([C:10]2[N:11]([C:16]3[CH:21]=[CH:20][C:19]([OH:22])=[CH:18][CH:17]=3)[N:12]=[C:13]([CH3:15])[CH:14]=2)=[O:9])[CH2:6][CH2:5][CH2:4][CH2:3][CH2:2]1.[C:40]1(P([C:36]2[CH:41]=[CH:40][CH:39]=[CH:38]C=2)[C:40]2[CH:41]=[CH:36]C=[CH:38][CH:39]=2)[CH:41]=[CH:36]C=[CH:38][CH:39]=1.[CH3:54][CH:53]([O:52][C:50](/[N:49]=[N:49]/[C:50]([O:52][CH:53]([CH3:55])[CH3:54])=[O:51])=[O:51])[CH3:55].O1CCC[CH2:57]1. No catalyst specified. The product is [C:53]([O:52][C:50]([N:49]1[CH2:38][CH2:39][CH:40]([O:22][C:19]2[CH:20]=[CH:21][C:16]([N:11]3[C:10]([C:8](=[O:9])[NH:7][CH:1]4[CH2:2][CH2:3][CH2:4][CH2:5][CH2:6]4)=[CH:14][C:13]([CH3:15])=[N:12]3)=[CH:17][CH:18]=2)[CH2:41][CH2:36]1)=[O:51])([CH3:55])([CH3:57])[CH3:54]. The yield is 1.00. (3) The reactants are [Br:1][C:2]1[CH:7]=[CH:6][CH:5]=[C:4]([CH3:8])[N:3]=1.C[Si]([N-][Si](C)(C)C)(C)C.[Na+].[N:19]1[C:28]2[C:23](=[CH:24][C:25]([C:29](OC)=[O:30])=[CH:26][CH:27]=2)[CH:22]=[CH:21][CH:20]=1.C1C[O:36]CC1. No catalyst specified. The product is [Br:1][C:2]1[N:3]=[C:4]([C:8](=[O:36])[C:29]([C:25]2[CH:24]=[C:23]3[C:28](=[CH:27][CH:26]=2)[N:19]=[CH:20][CH:21]=[CH:22]3)=[O:30])[CH:5]=[CH:6][CH:7]=1. The yield is 0.590. (4) The reactants are N1CCCCC1.FC(F)OC1C=C(C=CC=1OC(F)F)C=O.C(CC(N[C:30]1[CH:38]=[CH:37][CH:36]=[CH:35][C:31]=1[C:32]([OH:34])=[O:33])=O)(O)=O. The catalyst is C1(C)C=CC=CC=1. The product is [C:32]([OH:34])(=[O:33])[C:31]1[CH:35]=[CH:36][CH:37]=[CH:38][CH:30]=1. The yield is 0.710. (5) The reactants are [Br:1][C:2]1[CH:3]=[C:4]([SH:9])[CH:5]=[CH:6][C:7]=1[F:8].[OH-].[Na+].I[CH2:13][CH3:14]. The catalyst is CO. The product is [Br:1][C:2]1[CH:3]=[C:4]([S:9][CH2:13][CH3:14])[CH:5]=[CH:6][C:7]=1[F:8]. The yield is 0.980. (6) The reactants are C[O:2][C:3](=[O:24])[CH:4]([C:11]1[CH:16]=[CH:15][C:14]([S:17]([CH3:20])(=[O:19])=[O:18])=[C:13]([N+:21]([O-:23])=[O:22])[CH:12]=1)[CH2:5][CH:6]1[CH2:10][CH2:9][CH2:8][CH2:7]1.[OH-].[Li+].Cl.C(OCC)(=O)C. The catalyst is O1CCCC1.O. The product is [CH:6]1([CH2:5][CH:4]([C:11]2[CH:16]=[CH:15][C:14]([S:17]([CH3:20])(=[O:19])=[O:18])=[C:13]([N+:21]([O-:23])=[O:22])[CH:12]=2)[C:3]([OH:24])=[O:2])[CH2:10][CH2:9][CH2:8][CH2:7]1. The yield is 0.880. (7) The reactants are [Br:1][C:2]1[CH:7]=[CH:6][C:5]([N:8]2[C:16]([C:17]([NH:19][CH3:20])=[O:18])=[C:15]3[C:10]([CH:11]=[C:12]([NH:24][S:25]([CH3:28])(=[O:27])=[O:26])[C:13]([CH:21]4[CH2:23][CH2:22]4)=[CH:14]3)=[N:9]2)=[CH:4][CH:3]=1.C(=O)([O-])[O-].[K+].[K+].Br[CH2:36][CH2:37][CH2:38][OH:39]. The catalyst is C(#N)C.CCOC(C)=O. The product is [Br:1][C:2]1[CH:7]=[CH:6][C:5]([N:8]2[C:16]([C:17]([NH:19][CH3:20])=[O:18])=[C:15]3[C:10]([CH:11]=[C:12]([N:24]([CH2:36][CH2:37][CH2:38][OH:39])[S:25]([CH3:28])(=[O:27])=[O:26])[C:13]([CH:21]4[CH2:23][CH2:22]4)=[CH:14]3)=[N:9]2)=[CH:4][CH:3]=1. The yield is 0.500. (8) The reactants are C(Cl)CCl.[NH2:5][C:6]1[N:11]=[CH:10][C:9](/[CH:12]=[CH:13]/[C:14]([OH:16])=O)=[CH:8][CH:7]=1.[CH3:17][N:18]1[C:26]2[C:21](=[CH:22][CH:23]=[CH:24][CH:25]=2)[CH:20]=[C:19]1[CH2:27][NH:28][CH3:29].C1C=CC2N(O)N=NC=2C=1.O.C(N(CC)CC)C. The catalyst is CN(C=O)C. The product is [NH2:5][C:6]1[N:11]=[CH:10][C:9](/[CH:12]=[CH:13]/[C:14]([N:28]([CH3:29])[CH2:27][C:19]2[N:18]([CH3:17])[C:26]3[C:21]([CH:20]=2)=[CH:22][CH:23]=[CH:24][CH:25]=3)=[O:16])=[CH:8][CH:7]=1. The yield is 0.830. (9) The yield is 0.260. The catalyst is [B-](F)(F)(F)F.C1CC=CCCC=C1.C1CC=CCCC=C1.[Rh].O. The reactants are [C:1]1(C)C=CC=C[CH:2]=1.[N+:8]([CH:11]=[C:12]1[CH2:18][O:17][CH2:16][CH2:15][O:14][CH2:13]1)([O-:10])=[O:9].C1(P(C2C=CC=CC=2)C2C=CC3C(=CC=CC=3)C=2C2C3C(=CC=CC=3)C=CC=2P(C2C=CC=CC=2)C2C=CC=CC=2)C=CC=CC=1.C([B-](F)(F)F)=C.[K+]. The product is [N+:8]([CH2:11][C:12]1([CH:1]=[CH2:2])[CH2:13][O:14][CH2:15][CH2:16][O:17][CH2:18]1)([O-:10])=[O:9]. (10) The reactants are [F:1][C:2]1[C:10]2[O:9][N:8]=[C:7]([CH3:11])[C:6]=2[CH:5]=[C:4]([C:12]([O:14]C)=[O:13])[C:3]=1[NH:16][C:17]1[CH:22]=[CH:21][C:20]([I:23])=[CH:19][C:18]=1[F:24].[Li+].[OH-]. The catalyst is C1COCC1.O. The product is [F:1][C:2]1[C:10]2[O:9][N:8]=[C:7]([CH3:11])[C:6]=2[CH:5]=[C:4]([C:12]([OH:14])=[O:13])[C:3]=1[NH:16][C:17]1[CH:22]=[CH:21][C:20]([I:23])=[CH:19][C:18]=1[F:24]. The yield is 0.950.